This data is from Forward reaction prediction with 1.9M reactions from USPTO patents (1976-2016). The task is: Predict the product of the given reaction. (1) Given the reactants [CH3:1][C:2]1[CH:3]=[C:4]([N:9]2[C:13]([OH:14])=[C:12]([C:15](=O)[CH3:16])[C:11]([C:18]([F:21])([F:20])[F:19])=[N:10]2)[CH:5]=[CH:6][C:7]=1[CH3:8].[OH:22][C:23]1[CH:32]=[C:31]([OH:33])[CH:30]=[CH:29][C:24]=1[C:25]([NH:27][NH2:28])=[O:26], predict the reaction product. The product is: [CH3:1][C:2]1[CH:3]=[C:4]([N:9]2[C:13](=[O:14])[C:12](=[C:15]([NH:28][NH:27][C:25](=[O:26])[C:24]3[CH:29]=[CH:30][C:31]([OH:33])=[CH:32][C:23]=3[OH:22])[CH3:16])[C:11]([C:18]([F:20])([F:21])[F:19])=[N:10]2)[CH:5]=[CH:6][C:7]=1[CH3:8]. (2) Given the reactants [ClH:1].[C:2]([C:5]1[CH:6]=[C:7]([C:16]2[NH:17][C:18](=[O:33])[C:19]3[C:20](=[C:22]([CH2:31][CH3:32])[N:23]([CH:25]4[CH2:28][N:27]([CH2:29][CH3:30])[CH2:26]4)[N:24]=3)[N:21]=2)[C:8]([O:11][CH2:12][CH2:13][CH2:14][CH3:15])=[N:9][CH:10]=1)(=[O:4])[CH3:3], predict the reaction product. The product is: [ClH:1].[C:2]([C:5]1[CH:6]=[C:7]([C:16]2[NH:17][C:18](=[O:33])[C:19]3[C:20](=[C:22]([CH2:31][CH3:32])[N:23]([CH:25]4[CH2:28][N:27]([CH2:29][CH3:30])[CH2:26]4)[N:24]=3)[N:21]=2)[C:8]([O:11][CH2:12][CH2:13][CH2:14][CH3:15])=[N:9][CH:10]=1)(=[O:4])[CH3:3]. (3) Given the reactants [CH3:1][O:2][C:3]1[CH:12]=[CH:11][C:6]2[C:7](=[O:10])[CH2:8][O:9][C:5]=2[C:4]=1[C:13]#[C:14][CH2:15][CH:16]1[CH2:21][CH2:20][N:19]([C:22]([O:24][C:25]([CH3:28])([CH3:27])[CH3:26])=[O:23])[CH2:18][CH2:17]1, predict the reaction product. The product is: [CH3:1][O:2][C:3]1[CH:12]=[CH:11][C:6]2[C:7](=[O:10])[CH2:8][O:9][C:5]=2[C:4]=1[CH2:13][CH2:14][CH2:15][CH:16]1[CH2:21][CH2:20][N:19]([C:22]([O:24][C:25]([CH3:28])([CH3:27])[CH3:26])=[O:23])[CH2:18][CH2:17]1. (4) The product is: [CH3:13][C:2]1([CH3:1])[CH2:3][C:4]2[C:5](=[CH:6][CH:7]=[CH:8][CH:9]=2)[C:19]1=[O:20]. Given the reactants [C:1]1(=O)[C:9]2[C:4](=[CH:5][CH:6]=[CH:7][CH:8]=2)[CH2:3][CH2:2]1.[H-].[Na+].[CH3:13]I.O.CN([CH:19]=[O:20])C, predict the reaction product. (5) Given the reactants [Br:1][C:2]1[CH:9]=[C:8](F)[C:7]([F:11])=[CH:6][C:3]=1[C:4]#[N:5].Cl.[NH2:13][C@H:14]([CH2:18][C:19]1[CH:24]=[CH:23][CH:22]=[CH:21][N:20]=1)[C:15]([NH2:17])=[O:16].CCN(C(C)C)C(C)C.O, predict the reaction product. The product is: [Br:1][C:2]1[C:3]([C:4]#[N:5])=[CH:6][C:7]([F:11])=[C:8]([NH:13][C@H:14]([CH2:18][C:19]2[CH:24]=[CH:23][CH:22]=[CH:21][N:20]=2)[C:15]([NH2:17])=[O:16])[CH:9]=1.